Dataset: Forward reaction prediction with 1.9M reactions from USPTO patents (1976-2016). Task: Predict the product of the given reaction. (1) Given the reactants [CH3:1][C:2]1[CH:3]=[C:4]([CH:8]=[CH:9][C:10]=1[C:11]([N:13]1[CH2:17][CH2:16][CH2:15][CH2:14]1)=[O:12])[C:5]([OH:7])=O.CN(C(ON1N=NC2C=CC=CC1=2)=[N+](C)C)C.[B-](F)(F)(F)F.C(N(C(C)C)CC)(C)C.[Cl:49][C:50]1[CH:64]=[CH:63][C:53]2[NH:54][C:55]([C@@H:57]([NH2:62])[CH2:58][CH2:59][O:60][CH3:61])=[N:56][C:52]=2[CH:51]=1.ClCl, predict the reaction product. The product is: [Cl:49][C:50]1[CH:64]=[CH:63][C:53]2[NH:54][C:55]([C@@H:57]([NH:62][C:5](=[O:7])[C:4]3[CH:8]=[CH:9][C:10]([C:11]([N:13]4[CH2:17][CH2:16][CH2:15][CH2:14]4)=[O:12])=[C:2]([CH3:1])[CH:3]=3)[CH2:58][CH2:59][O:60][CH3:61])=[N:56][C:52]=2[CH:51]=1. (2) Given the reactants [Cl:1][C:2]1[CH:7]=[CH:6][C:5]([S:8][C:9]2[CH:19]=[CH:18][C:12]([C:13]([O:15]CC)=[O:14])=[CH:11][C:10]=2[N+:20]([O-:22])=[O:21])=[CH:4][CH:3]=1.[OH-].[Na+], predict the reaction product. The product is: [Cl:1][C:2]1[CH:3]=[CH:4][C:5]([S:8][C:9]2[CH:19]=[CH:18][C:12]([C:13]([OH:15])=[O:14])=[CH:11][C:10]=2[N+:20]([O-:22])=[O:21])=[CH:6][CH:7]=1. (3) Given the reactants [O:1]1[C:7]2[CH:8]=[CH:9][CH:10]=[CH:11][C:6]=2[C:5](=[N:12]O)[CH2:4][CH2:3][CH2:2]1.[BH4-].[Na+].O.N, predict the reaction product. The product is: [NH2:12][CH:5]1[C:6]2[CH:11]=[CH:10][CH:9]=[CH:8][C:7]=2[O:1][CH2:2][CH2:3][CH2:4]1. (4) Given the reactants [Br:1][C:2]1[CH:3]=[CH:4][C:5]2[NH:6][C:7]3[C:12]([C:13]=2[CH:14]=1)=[CH:11][CH:10]=[CH:9][CH:8]=3.I[C:16]1[CH:28]=[CH:27][C:19]2[O:20][C:21]3[CH:26]=[CH:25][CH:24]=[CH:23][C:22]=3[C:18]=2[CH:17]=1.P([O-])([O-])([O-])=O.[K+].[K+].[K+].[C@@H]1(N)CCCC[C@H]1N, predict the reaction product. The product is: [Br:1][C:2]1[CH:3]=[CH:4][C:5]2[N:6]([C:24]3[CH:25]=[CH:26][C:21]4[O:20][C:19]5[CH:27]=[CH:28][CH:16]=[CH:17][C:18]=5[C:22]=4[CH:23]=3)[C:7]3[C:12]([C:13]=2[CH:14]=1)=[CH:11][CH:10]=[CH:9][CH:8]=3. (5) Given the reactants [F:1][C:2]1[C:3]([N+:15]([O-])=O)=[CH:4][C:5]([N+:12]([O-])=O)=[C:6]([CH2:8][C:9]([OH:11])=[O:10])[CH:7]=1.[H][H], predict the reaction product. The product is: [NH2:12][C:5]1[CH:4]=[C:3]([NH2:15])[C:2]([F:1])=[CH:7][C:6]=1[CH2:8][C:9]([OH:11])=[O:10].